Dataset: Full USPTO retrosynthesis dataset with 1.9M reactions from patents (1976-2016). Task: Predict the reactants needed to synthesize the given product. Given the product [ClH:72].[NH2:8][CH2:9][C@H:10]1[CH2:15][CH2:14][C@H:13]([C:16]([NH:18][C@@H:19]([CH2:43][C:44]2[CH:49]=[CH:48][C:47]([C:50]3[CH:55]=[CH:54][C:53]([C:56](=[O:67])[NH:57][CH:58]4[CH2:59][CH2:60][CH:61]([N:64]([CH3:66])[CH3:65])[CH2:62][CH2:63]4)=[CH:52][C:51]=3[C:68]([F:69])([F:71])[F:70])=[CH:46][CH:45]=2)[C:20]([NH:22][C:23]2[CH:24]=[CH:25][C:26]([C:29]3[NH:33][N:32]=[C:31]([C:34]([F:41])([F:42])[C:35]([F:40])([F:39])[C:36]([OH:38])=[O:37])[N:30]=3)=[CH:27][CH:28]=2)=[O:21])=[O:17])[CH2:12][CH2:11]1, predict the reactants needed to synthesize it. The reactants are: C(OC([NH:8][CH2:9][C@H:10]1[CH2:15][CH2:14][C@H:13]([C:16]([NH:18][C@@H:19]([CH2:43][C:44]2[CH:49]=[CH:48][C:47]([C:50]3[CH:55]=[CH:54][C:53]([C:56](=[O:67])[NH:57][CH:58]4[CH2:63][CH2:62][CH:61]([N:64]([CH3:66])[CH3:65])[CH2:60][CH2:59]4)=[CH:52][C:51]=3[C:68]([F:71])([F:70])[F:69])=[CH:46][CH:45]=2)[C:20]([NH:22][C:23]2[CH:28]=[CH:27][C:26]([C:29]3[NH:33][N:32]=[C:31]([C:34]([F:42])([F:41])[C:35]([F:40])([F:39])[C:36]([OH:38])=[O:37])[N:30]=3)=[CH:25][CH:24]=2)=[O:21])=[O:17])[CH2:12][CH2:11]1)=O)(C)(C)C.[ClH:72].